Dataset: Catalyst prediction with 721,799 reactions and 888 catalyst types from USPTO. Task: Predict which catalyst facilitates the given reaction. (1) Reactant: [NH2:1][C:2]1[CH:21]=[CH:20][C:19]([CH3:22])=[CH:18][C:3]=1[O:4][CH2:5][C@H:6]([NH:10][C:11]([O:13][C:14]([CH3:17])([CH3:16])[CH3:15])=[O:12])[C:7](O)=[O:8].CCN=C=NCCCN(C)C. Product: [CH3:22][C:19]1[CH:20]=[CH:21][C:2]2[NH:1][C:7](=[O:8])[C@@H:6]([NH:10][C:11](=[O:12])[O:13][C:14]([CH3:17])([CH3:16])[CH3:15])[CH2:5][O:4][C:3]=2[CH:18]=1. The catalyst class is: 31. (2) Reactant: [C:1]([NH2:10])([C:4]1[CH:9]=[CH:8][CH:7]=[CH:6][CH:5]=1)([CH3:3])[CH3:2].C[Al](C)C.[S:15]1[CH:19]=[CH:18][N:17]=[C:16]1[C:20](OCC)=[O:21].C(O)(=O)CC(CC(O)=O)(C(O)=O)O. Product: [CH3:2][C:1]([NH:10][C:20]([C:16]1[S:15][CH:19]=[CH:18][N:17]=1)=[O:21])([C:4]1[CH:9]=[CH:8][CH:7]=[CH:6][CH:5]=1)[CH3:3]. The catalyst class is: 93. (3) Reactant: [NH:1]1[C:5]2=[N:6][CH:7]=[C:8]([C:10]#[C:11][CH2:12][NH2:13])[CH:9]=[C:4]2[CH:3]=[N:2]1.CS(C)=O.C(N(CC)C(C)C)(C)C.[C:27]([C:29]1[CH:30]=[N:31][C:32](F)=[C:33]([CH:46]=1)[C:34]([NH:36][C@H:37]([C:39]1[CH:44]=[CH:43][C:42]([F:45])=[CH:41][CH:40]=1)[CH3:38])=[O:35])#[N:28]. Product: [NH:1]1[C:5]2=[N:6][CH:7]=[C:8]([C:10]#[C:11][CH2:12][NH:13][C:32]3[N:31]=[CH:30][C:29]([C:27]#[N:28])=[CH:46][C:33]=3[C:34]([NH:36][C@H:37]([C:39]3[CH:40]=[CH:41][C:42]([F:45])=[CH:43][CH:44]=3)[CH3:38])=[O:35])[CH:9]=[C:4]2[CH:3]=[N:2]1. The catalyst class is: 67. (4) Reactant: [H-].[Na+].[Br:3][C:4]1[CH:9]=[CH:8][CH:7]=[CH:6][C:5]=1[OH:10].[CH3:11][O:12][CH2:13]Cl.O. Product: [Br:3][C:4]1[CH:9]=[CH:8][CH:7]=[CH:6][C:5]=1[O:10][CH2:11][O:12][CH3:13]. The catalyst class is: 9. (5) Reactant: P(Br)(Br)([Br:3])=O.[Cl:6][C:7]1[CH:8]=[C:9]([C:17]2[O:21][N:20]=[C:19]([C:22]3[CH:31]=[CH:30][CH:29]=[C:28]4[C:23]=3[CH:24]=[CH:25][NH:26][C:27]4=O)[N:18]=2)[CH:10]=[CH:11][C:12]=1[O:13][CH:14]([CH3:16])[CH3:15].C([O-])(O)=O.[Na+]. Product: [Br:3][C:27]1[C:28]2[C:23](=[C:22]([C:19]3[N:18]=[C:17]([C:9]4[CH:10]=[CH:11][C:12]([O:13][CH:14]([CH3:16])[CH3:15])=[C:7]([Cl:6])[CH:8]=4)[O:21][N:20]=3)[CH:31]=[CH:30][CH:29]=2)[CH:24]=[CH:25][N:26]=1. The catalyst class is: 26.